The task is: Predict which catalyst facilitates the given reaction.. This data is from Catalyst prediction with 721,799 reactions and 888 catalyst types from USPTO. (1) Reactant: [OH:1][C:2]1[CH:9]=[C:8]([OH:10])[CH:7]=[CH:6][C:3]=1[CH:4]=[O:5].C1(P(C2C=CC=CC=2)C2C=CC=CC=2)C=CC=CC=1.[C:30]([O:34][C:35]([N:37]1[CH2:42][CH2:41][CH:40](O)[CH2:39][CH2:38]1)=[O:36])([CH3:33])([CH3:32])[CH3:31].N(C(OC(C)C)=O)=NC(OC(C)C)=O. Product: [C:30]([O:34][C:35]([N:37]1[CH2:42][CH2:41][CH:40]([O:10][C:8]2[CH:7]=[CH:6][C:3]([CH:4]=[O:5])=[C:2]([OH:1])[CH:9]=2)[CH2:39][CH2:38]1)=[O:36])([CH3:33])([CH3:31])[CH3:32]. The catalyst class is: 1. (2) Reactant: Cl[CH2:2][C:3]([C:5]1[CH:6]=[C:7]([CH:11]([O:32]C2CCCCO2)[C:12]2[CH:31]=[CH:30][C:15]([CH2:16][O:17][C:18]3[CH:23]=[CH:22][C:21]([C:24](=[O:27])[CH2:25][CH3:26])=[C:20]([OH:28])[C:19]=3[CH3:29])=[CH:14][CH:13]=2)[CH:8]=[CH:9][CH:10]=1)=O.[NH2:39][C:40]([NH2:42])=[S:41].C1(C)C=CC(S(O)(=O)=O)=CC=1. Product: [NH2:42][C:40]1[S:41][CH:2]=[C:3]([C:5]2[CH:6]=[C:7]([CH:11]([OH:32])[C:12]3[CH:31]=[CH:30][C:15]([CH2:16][O:17][C:18]4[CH:23]=[CH:22][C:21]([C:24](=[O:27])[CH2:25][CH3:26])=[C:20]([OH:28])[C:19]=4[CH3:29])=[CH:14][CH:13]=3)[CH:8]=[CH:9][CH:10]=2)[N:39]=1. The catalyst class is: 8. (3) Reactant: [CH2:1]([O:3][C:4]([C@@H:6]1[CH2:10][C:9](=[CH2:11])[CH2:8][C@H:7]1[C:12]([O:14]CC)=[O:13])=[O:5])[CH3:2].C(=O)([O-])[O-].[K+].[K+].Cl. Product: [CH2:1]([O:3][C:4]([C@@H:6]1[CH2:10][C:9](=[CH2:11])[CH2:8][C@H:7]1[C:12]([OH:14])=[O:13])=[O:5])[CH3:2]. The catalyst class is: 24.